Dataset: Catalyst prediction with 721,799 reactions and 888 catalyst types from USPTO. Task: Predict which catalyst facilitates the given reaction. (1) Reactant: C(OC([N:8]1[CH2:13][CH2:12][CH:11]([C:14]([NH:16][C:17]2[CH:47]=[CH:46][C:20]([CH2:21][CH:22]([C:30]([NH:32][S:33]([C:36]3[CH:45]=[CH:44][C:43]4[C:38](=[CH:39][CH:40]=[CH:41][CH:42]=4)[CH:37]=3)(=[O:35])=[O:34])=[O:31])[C:23]([N:25]([CH2:28][CH3:29])[CH2:26][CH3:27])=[O:24])=[CH:19][CH:18]=2)=[O:15])[CH2:10][CH2:9]1)=O)(C)(C)C.[F:48][C:49]([F:54])([F:53])[C:50]([OH:52])=[O:51]. The catalyst class is: 2. Product: [F:48][C:49]([F:54])([F:53])[C:50]([OH:52])=[O:51].[CH2:28]([N:25]([CH2:26][CH3:27])[C:23](=[O:24])[CH:22]([CH2:21][C:20]1[CH:46]=[CH:47][C:17]([NH:16][C:14]([CH:11]2[CH2:12][CH2:13][NH:8][CH2:9][CH2:10]2)=[O:15])=[CH:18][CH:19]=1)[C:30]([NH:32][S:33]([C:36]1[CH:45]=[CH:44][C:43]2[C:38](=[CH:39][CH:40]=[CH:41][CH:42]=2)[CH:37]=1)(=[O:34])=[O:35])=[O:31])[CH3:29]. (2) Reactant: [Si:1]([O:8][CH2:9][CH2:10][C:11]1[N:16]=[C:15]([CH3:17])[C:14]([NH2:18])=[CH:13][CH:12]=1)([C:4]([CH3:7])([CH3:6])[CH3:5])([CH3:3])[CH3:2].N1C=CC=CC=1.Cl[C:26]([O:28][C:29]1[CH:34]=[CH:33][CH:32]=[CH:31][CH:30]=1)=[O:27]. Product: [Si:1]([O:8][CH2:9][CH2:10][C:11]1[N:16]=[C:15]([CH3:17])[C:14]([NH:18][C:26](=[O:27])[O:28][C:29]2[CH:34]=[CH:33][CH:32]=[CH:31][CH:30]=2)=[CH:13][CH:12]=1)([C:4]([CH3:6])([CH3:5])[CH3:7])([CH3:3])[CH3:2]. The catalyst class is: 21. (3) Reactant: [CH3:1][O:2][C:3](=[O:29])[C:4]([NH:18]C(OCC1C=CC=CC=1)=O)=[CH:5][C:6]1[CH:7]=[C:8]2[C:12](=[C:13]([CH2:15][CH3:16])[CH:14]=1)[NH:11][N:10]=[C:9]2[CH3:17]. Product: [CH3:1][O:2][C:3](=[O:29])[CH:4]([NH2:18])[CH2:5][C:6]1[CH:7]=[C:8]2[C:12](=[C:13]([CH2:15][CH3:16])[CH:14]=1)[NH:11][N:10]=[C:9]2[CH3:17]. The catalyst class is: 19.